This data is from Full USPTO retrosynthesis dataset with 1.9M reactions from patents (1976-2016). The task is: Predict the reactants needed to synthesize the given product. (1) The reactants are: [NH2:1][C:2]1[C:24]([Cl:25])=[CH:23][C:5]([C:6]([NH:8][CH2:9][CH:10]2[O:15][CH2:14][CH2:13][N:12]([CH2:16][CH:17]3[CH2:22][CH2:21][NH:20][CH2:19][CH2:18]3)[CH2:11]2)=[O:7])=[C:4]([O:26][CH3:27])[CH:3]=1.[CH3:28][N:29]([CH3:33])[C:30](Cl)=[O:31]. Given the product [NH2:1][C:2]1[C:24]([Cl:25])=[CH:23][C:5]([C:6]([NH:8][CH2:9][CH:10]2[O:15][CH2:14][CH2:13][N:12]([CH2:16][CH:17]3[CH2:18][CH2:19][N:20]([C:30](=[O:31])[N:29]([CH3:33])[CH3:28])[CH2:21][CH2:22]3)[CH2:11]2)=[O:7])=[C:4]([O:26][CH3:27])[CH:3]=1, predict the reactants needed to synthesize it. (2) The reactants are: [Br:1][CH:2]1[C:10]2[C:5](=[CH:6][CH:7]=[CH:8][C:9]=2[Cl:11])[C:4](=[O:12])[O:3]1.[C:13]1([P:19]([C:26]2[CH:31]=[CH:30][CH:29]=[CH:28][CH:27]=2)[C:20]2[CH:25]=[CH:24][CH:23]=[CH:22][CH:21]=2)[CH:18]=[CH:17][CH:16]=[CH:15][CH:14]=1. Given the product [Br-:1].[Cl:11][C:9]1[CH:8]=[CH:7][CH:6]=[C:5]2[C:10]=1[CH:2]([P+:19]([C:20]1[CH:21]=[CH:22][CH:23]=[CH:24][CH:25]=1)([C:26]1[CH:31]=[CH:30][CH:29]=[CH:28][CH:27]=1)[C:13]1[CH:14]=[CH:15][CH:16]=[CH:17][CH:18]=1)[O:3][C:4]2=[O:12], predict the reactants needed to synthesize it.